This data is from Catalyst prediction with 721,799 reactions and 888 catalyst types from USPTO. The task is: Predict which catalyst facilitates the given reaction. (1) Product: [F:10][C:11]([F:32])([F:33])[CH2:12][NH:13][C:14]([C:16]1([CH2:29][CH2:30][CH2:31][OH:34])[C:28]2[CH:27]=[CH:26][CH:25]=[CH:24][C:23]=2[C:22]2[C:17]1=[CH:18][CH:19]=[CH:20][CH:21]=2)=[O:15]. Reactant: C12BC(CCC1)CCC2.[F:10][C:11]([F:33])([F:32])[CH2:12][NH:13][C:14]([C:16]1([CH2:29][CH:30]=[CH2:31])[C:28]2[CH:27]=[CH:26][CH:25]=[CH:24][C:23]=2[C:22]2[C:17]1=[CH:18][CH:19]=[CH:20][CH:21]=2)=[O:15].[OH-:34].[Na+].OO. The catalyst class is: 20. (2) Reactant: [OH:1][C:2]1[C:11]2[C:6](=[CH:7][CH:8]=[CH:9][C:10]=2[Cl:12])[N:5]([CH3:13])[C:4](=[O:14])[C:3]=1[C:15]([OH:17])=O.C1(C)C=CC=CC=1.[CH2:25]([NH:27][C:28]1[CH:33]=[CH:32][CH:31]=[CH:30][CH:29]=1)[CH3:26].S(Cl)(Cl)=O. Product: [CH3:26][CH2:25][N:27]([C:15]([C:3]1[C:4](=[O:14])[N:5]([CH3:13])[C:6]2[CH:7]=[CH:8][CH:9]=[C:10]([Cl:12])[C:11]=2[C:2]=1[OH:1])=[O:17])[C:28]1[CH:29]=[CH:30][CH:31]=[CH:32][CH:33]=1. The catalyst class is: 17.